Task: Predict which catalyst facilitates the given reaction.. Dataset: Catalyst prediction with 721,799 reactions and 888 catalyst types from USPTO (1) Reactant: [Cl:1][C:2]1[CH:3]=[C:4]([C:9]2[C:21]([CH3:22])=[CH:20][C:12]([C:13]([NH:15][S:16]([CH3:19])(=[O:18])=[O:17])=[O:14])=[C:11]([F:23])[CH:10]=2)[CH:5]=[N:6][C:7]=1Cl.[F:24][C:25]1[CH:26]=[C:27](B(O)O)[CH:28]=[C:29]([F:31])[CH:30]=1.C(=O)([O-])[O-].[K+].[K+]. Product: [Cl:1][C:2]1[CH:3]=[C:4]([C:9]2[C:21]([CH3:22])=[CH:20][C:12]([C:13]([NH:15][S:16]([CH3:19])(=[O:18])=[O:17])=[O:14])=[C:11]([F:23])[CH:10]=2)[CH:5]=[N:6][C:7]=1[C:27]1[CH:26]=[C:25]([F:24])[CH:30]=[C:29]([F:31])[CH:28]=1. The catalyst class is: 77. (2) Reactant: Cl.[NH2:2][C@H:3]([C:8]([OH:10])=[O:9])[CH2:4][CH2:5][CH2:6][NH2:7].C(O)[C@@H]([C@@H](CO)O)O.C(O)(=O)CC(CC(O)=O)(C(O)=O)O. Product: [NH2:2][C@H:3]([C:8]([OH:10])=[O:9])[CH2:4][CH2:5][CH2:6][NH2:7]. The catalyst class is: 6. (3) Reactant: [CH3:1][C:2]1[CH:7]=[C:6]([CH3:8])[N:5]=[C:4]([CH2:9][OH:10])[CH:3]=1.CO. Product: [CH3:1][C:2]1[CH:7]=[C:6]([CH3:8])[N:5]=[C:4]([CH:9]=[O:10])[CH:3]=1. The catalyst class is: 327. (4) Reactant: [NH2:1][C:2]1[CH:7]=[CH:6][C:5]([N:8]2[CH2:13][CH2:12][N:11]([C:14]([C:16]3[CH:21]=[CH:20][CH:19]=[CH:18][CH:17]=3)=[O:15])[CH2:10][CH2:9]2)=[CH:4][C:3]=1[N:22]([CH2:30][C:31]1[CH:36]=[CH:35][CH:34]=[CH:33][CH:32]=1)[CH2:23][C:24]1[CH:29]=[CH:28][CH:27]=[CH:26][CH:25]=1.[N-:37]=[N+:38]=[N-:39].[Na+].[CH3:41]OC(OC)OC. Product: [CH2:23]([N:22]([CH2:30][C:31]1[CH:36]=[CH:35][CH:34]=[CH:33][CH:32]=1)[C:3]1[CH:4]=[C:5]([N:8]2[CH2:13][CH2:12][N:11]([C:14]([C:16]3[CH:21]=[CH:20][CH:19]=[CH:18][CH:17]=3)=[O:15])[CH2:10][CH2:9]2)[CH:6]=[CH:7][C:2]=1[N:1]1[CH:41]=[N:39][N:38]=[N:37]1)[C:24]1[CH:25]=[CH:26][CH:27]=[CH:28][CH:29]=1. The catalyst class is: 52. (5) Reactant: [Br:1][C:2]1[CH:7]=[CH:6][C:5]([C:8](=[O:10])[CH3:9])=[CH:4][C:3]=1[OH:11].Br[CH2:13][CH:14]1[CH2:16][CH2:15]1.C(=O)([O-])[O-].[K+].[K+]. Product: [Br:1][C:2]1[CH:7]=[CH:6][C:5]([C:8](=[O:10])[CH3:9])=[CH:4][C:3]=1[O:11][CH2:13][CH:14]1[CH2:16][CH2:15]1. The catalyst class is: 16.